From a dataset of Forward reaction prediction with 1.9M reactions from USPTO patents (1976-2016). Predict the product of the given reaction. Given the reactants C(N(CC)CC)C.[CH2:8]([NH2:15])[C:9]1[CH:14]=[CH:13][CH:12]=[CH:11][CH:10]=1.[CH:16]1([C:19]2[N:24]=[C:23](Cl)[C:22]([Cl:26])=[C:21]([C:27]([O:29][CH3:30])=[O:28])[N:20]=2)[CH2:18][CH2:17]1, predict the reaction product. The product is: [Cl:26][C:22]1[C:23]([NH:15][CH2:8][C:9]2[CH:14]=[CH:13][CH:12]=[CH:11][CH:10]=2)=[N:24][C:19]([CH:16]2[CH2:18][CH2:17]2)=[N:20][C:21]=1[C:27]([O:29][CH3:30])=[O:28].